Dataset: Reaction yield outcomes from USPTO patents with 853,638 reactions. Task: Predict the reaction yield, written as a fraction of the theoretical maximum amount of product (1.0 means a 100% yield; for example, 0.34 means a 34% yield). (1) The reactants are [O:1]=[C:2]1[NH:6][C:5]2[CH:7]=[CH:8][C:9]([CH:11]=[O:12])=[CH:10][C:4]=2[S:3]1.Br[CH2:14][CH2:15][CH2:16][OH:17].C(=O)([O-])[O-].[K+].[K+].[I-].[K+]. The catalyst is C(#N)C. The product is [OH:17][CH2:16][CH2:15][CH2:14][N:6]1[C:5]2[CH:7]=[CH:8][C:9]([CH:11]=[O:12])=[CH:10][C:4]=2[S:3][C:2]1=[O:1]. The yield is 0.990. (2) The reactants are [NH2:1][C:2]1[C:11]([C:12]#[C:13][C:14]2[CH:19]=[CH:18][CH:17]=[C:16]([NH:20][C:21]([C:23]3[N:27]([CH3:28])[N:26]=[C:25]([CH3:29])[CH:24]=3)=[O:22])[CH:15]=2)=[CH:10][C:5]([C:6]([O:8]C)=[O:7])=[CH:4][N:3]=1.[OH-].[K+].Cl. The catalyst is CO.O.[Cl-].[Na+].O. The product is [NH2:1][C:2]1[C:11]([C:12]#[C:13][C:14]2[CH:19]=[CH:18][CH:17]=[C:16]([NH:20][C:21]([C:23]3[N:27]([CH3:28])[N:26]=[C:25]([CH3:29])[CH:24]=3)=[O:22])[CH:15]=2)=[CH:10][C:5]([C:6]([OH:8])=[O:7])=[CH:4][N:3]=1. The yield is 0.840. (3) The reactants are C1(S([N:10]2[C:18]3[C:13](=[CH:14][CH:15]=[CH:16][CH:17]=3)[C:12]([C:19]3[CH:24]=[CH:23][CH:22]=[CH:21][CH:20]=3)=[CH:11]2)(=O)=O)C=CC=CC=1. The catalyst is CO.[OH-].[K+]. The product is [C:19]1([C:12]2[C:13]3[C:18](=[CH:17][CH:16]=[CH:15][CH:14]=3)[NH:10][CH:11]=2)[CH:20]=[CH:21][CH:22]=[CH:23][CH:24]=1. The yield is 0.330. (4) The reactants are [F:1][C:2]1[C:7]([F:8])=[CH:6][CH:5]=[CH:4][C:3]=1[CH2:9][CH2:10][OH:11].CCN(CC)CC.[S:19](Cl)([C:22]1[CH:28]=[CH:27][C:25]([CH3:26])=[CH:24][CH:23]=1)(=[O:21])=[O:20]. The catalyst is C(Cl)Cl. The product is [CH3:26][C:25]1[CH:27]=[CH:28][C:22]([S:19]([O:11][CH2:10][CH2:9][C:3]2[CH:4]=[CH:5][CH:6]=[C:7]([F:8])[C:2]=2[F:1])(=[O:21])=[O:20])=[CH:23][CH:24]=1. The yield is 0.960. (5) The reactants are [CH3:1][O:2][C:3]([C:5]1[C:6]2[CH:7]=[N:8][NH:9][C:10]=2[CH:11]=[CH:12][C:13]=1[F:14])=[O:4].[Br:15]N1C(=O)CCC1=O. The catalyst is CN(C=O)C. The product is [Br:15][C:7]1[C:6]2[C:5]([C:3]([O:2][CH3:1])=[O:4])=[C:13]([F:14])[CH:12]=[CH:11][C:10]=2[NH:9][N:8]=1. The yield is 0.690. (6) The reactants are [N+:1]([C:4]1[CH:11]=[C:10]([O:12][CH2:13][CH:14]2[CH2:19][CH2:18][N:17]([CH3:20])[CH2:16][CH2:15]2)[C:9]([O:21][CH3:22])=[CH:8][C:5]=1[C:6]#[N:7])([O-])=O.[O-]S(S([O-])=O)=O.[Na+].[Na+].Cl. The catalyst is C1COCC1.[Cl-].C([N+](C)(C)C)C1C=CC=CC=1.O. The product is [NH2:1][C:4]1[CH:11]=[C:10]([O:12][CH2:13][CH:14]2[CH2:15][CH2:16][N:17]([CH3:20])[CH2:18][CH2:19]2)[C:9]([O:21][CH3:22])=[CH:8][C:5]=1[C:6]#[N:7]. The yield is 0.750. (7) The reactants are [NH2:1][C:2]([C:4]1[CH:8]=[C:7]([C:9]([OH:11])=O)[N:6]([C:12]2[CH:17]=[CH:16][C:15]([F:18])=[C:14]([C:19]#[N:20])[CH:13]=2)[N:5]=1)=[O:3].[N:21]1[CH:26]=[CH:25][CH:24]=[CH:23][CH:22]=1.C(N=[C:31]=[N:32][CH:33]([CH3:35])[CH3:34])(C)C.Cl. The catalyst is CN(C=O)C. The product is [C:19]([C:14]1[CH:13]=[C:12]([N:6]2[C:7]([C:9]([N:21]3[C:22]4[C:24](=[CH:23][CH:35]=[C:33]([N:32]5[CH2:31][CH2:9][CH2:7][CH2:8][CH2:4][C:2]5=[O:3])[CH:34]=4)[CH2:25][CH2:26]3)=[O:11])=[CH:8][C:4]([C:2]([NH2:1])=[O:3])=[N:5]2)[CH:17]=[CH:16][C:15]=1[F:18])#[N:20]. The yield is 0.290. (8) The reactants are [NH2:1][C:2]1[C:11]2[C:6](=[C:7](I)[C:8]([F:12])=[CH:9][CH:10]=2)[N:5]=[N:4][C:3]=1[C:14]([NH:16][CH2:17][CH2:18][CH3:19])=[O:15].[CH3:20][C:21]1[CH:26]=[CH:25][C:24]([F:27])=[CH:23][C:22]=1B(O)O. No catalyst specified. The product is [NH2:1][C:2]1[C:11]2[C:6](=[C:7]([C:26]3[CH:25]=[C:24]([F:27])[CH:23]=[CH:22][C:21]=3[CH3:20])[C:8]([F:12])=[CH:9][CH:10]=2)[N:5]=[N:4][C:3]=1[C:14]([NH:16][CH2:17][CH2:18][CH3:19])=[O:15]. The yield is 0.580.